Dataset: Catalyst prediction with 721,799 reactions and 888 catalyst types from USPTO. Task: Predict which catalyst facilitates the given reaction. (1) The catalyst class is: 2. Reactant: [O:1]1[C:5]2[CH:6]=[CH:7][CH:8]=[C:9]([CH2:10][NH:11][C:12]3[CH:17]=[CH:16][CH:15]=[CH:14][C:13]=3[O:18][C:19]3[CH:24]=[CH:23][CH:22]=[CH:21][CH:20]=3)[C:4]=2[O:3][CH2:2]1.C(N(CC)CC)C.[Br:32][CH2:33][C:34](Cl)=[O:35]. Product: [O:1]1[C:5]2[CH:6]=[CH:7][CH:8]=[C:9]([CH2:10][N:11]([C:12]3[CH:17]=[CH:16][CH:15]=[CH:14][C:13]=3[O:18][C:19]3[CH:24]=[CH:23][CH:22]=[CH:21][CH:20]=3)[C:34](=[O:35])[CH2:33][Br:32])[C:4]=2[O:3][CH2:2]1. (2) Reactant: Cl.[CH3:2][C:3]1([C:9]([NH2:11])=[O:10])[CH2:8][CH2:7][CH2:6][NH:5][CH2:4]1.O1CCOCC1.C(=O)([O-])[O-].[Na+].[Na+].Cl[C:25]([O:27][CH2:28][C:29]1[CH:34]=[CH:33][CH:32]=[CH:31][CH:30]=1)=[O:26]. Product: [CH2:28]([O:27][C:25]([N:5]1[CH2:6][CH2:7][CH2:8][C:3]([C:9](=[O:10])[NH2:11])([CH3:2])[CH2:4]1)=[O:26])[C:29]1[CH:34]=[CH:33][CH:32]=[CH:31][CH:30]=1. The catalyst class is: 6.